This data is from Full USPTO retrosynthesis dataset with 1.9M reactions from patents (1976-2016). The task is: Predict the reactants needed to synthesize the given product. (1) Given the product [F:19][C:20]1[CH:25]=[CH:24][C:23]([CH2:26][CH2:27][O:16][C:13]2[CH:12]=[CH:11][C:10]([C:9]([NH:8][CH2:7][C:6]([OH:5])=[O:18])=[O:17])=[CH:15][CH:14]=2)=[CH:22][CH:21]=1, predict the reactants needed to synthesize it. The reactants are: C([O:5][C:6](=[O:18])[CH2:7][NH:8][C:9](=[O:17])[C:10]1[CH:15]=[CH:14][C:13]([OH:16])=[CH:12][CH:11]=1)(C)(C)C.[F:19][C:20]1[CH:25]=[CH:24][C:23]([CH2:26][CH2:27]O)=[CH:22][CH:21]=1. (2) Given the product [CH2:16]([N:9]([CH2:16][C:17]1[CH:22]=[CH:21][CH:20]=[CH:19][CH:18]=1)[C:3]1[CH:4]=[CH:5][C:6]([F:8])=[CH:7][C:2]=1[F:1])[C:17]1[CH:22]=[CH:21][CH:20]=[CH:19][CH:18]=1, predict the reactants needed to synthesize it. The reactants are: [F:1][C:2]1[CH:7]=[C:6]([F:8])[CH:5]=[CH:4][C:3]=1[NH2:9].C(=O)([O-])[O-].[K+].[K+].[CH2:16](Br)[C:17]1[CH:22]=[CH:21][CH:20]=[CH:19][CH:18]=1.O. (3) The reactants are: Cl.[C:2]([C:4]1([NH:7][C:8]([C@@H:10]2[CH2:14][C@@H:13]([S:15]([C:18]3[CH:23]=[CH:22][CH:21]=[CH:20][C:19]=3[Cl:24])(=[O:17])=[O:16])[CH2:12][NH:11]2)=[O:9])[CH2:6][CH2:5]1)#[N:3].Cl[C:26]([O:28][CH:29]([CH3:31])[CH3:30])=[O:27]. Given the product [CH:29]([O:28][C:26]([N:11]1[CH2:12][C@H:13]([S:15]([C:18]2[CH:23]=[CH:22][CH:21]=[CH:20][C:19]=2[Cl:24])(=[O:17])=[O:16])[CH2:14][C@H:10]1[C:8](=[O:9])[NH:7][C:4]1([C:2]#[N:3])[CH2:6][CH2:5]1)=[O:27])([CH3:31])[CH3:30], predict the reactants needed to synthesize it. (4) Given the product [Cl:1][C:2]1[CH:3]=[C:4]([C:9]2([C:31]([F:33])([F:34])[F:32])[CH2:13][C:12]([C:14]3[CH:15]=[C:16]4[C:20](=[CH:21][CH:22]=3)[CH:19]([NH2:23])[CH2:18][CH2:17]4)=[N:11][CH2:10]2)[CH:5]=[C:6]([Cl:8])[CH:7]=1, predict the reactants needed to synthesize it. The reactants are: [Cl:1][C:2]1[CH:3]=[C:4]([C:9]2([C:31]([F:34])([F:33])[F:32])[CH2:13][C:12]([C:14]3[CH:15]=[C:16]4[C:20](=[CH:21][CH:22]=3)[CH:19]([NH:23]C(=O)OC(C)(C)C)[CH2:18][CH2:17]4)=[N:11][CH2:10]2)[CH:5]=[C:6]([Cl:8])[CH:7]=1.FC(F)(F)C(O)=O. (5) Given the product [C:11]([O:15][C:16]([N:18]1[CH2:23][CH2:22][C:21](=[CH2:1])[CH2:20][C@H:19]1[C:25]([O:27][CH2:28][C:29]1[CH:34]=[CH:33][CH:32]=[CH:31][CH:30]=1)=[O:26])=[O:17])([CH3:14])([CH3:13])[CH3:12], predict the reactants needed to synthesize it. The reactants are: [CH3:1][Si](C)(C)[N-][Si](C)(C)C.[Na+].[C:11]([O:15][C:16]([N:18]1[CH2:23][CH2:22][C:21](=O)[CH2:20][C@H:19]1[C:25]([O:27][CH2:28][C:29]1[CH:34]=[CH:33][CH:32]=[CH:31][CH:30]=1)=[O:26])=[O:17])([CH3:14])([CH3:13])[CH3:12].O.